From a dataset of Human Reference Interactome with 51,813 positive PPI pairs across 8,248 proteins, plus equal number of experimentally-validated negative pairs. Binary Classification. Given two protein amino acid sequences, predict whether they physically interact or not. (1) Protein 1 (ENSG00000198569) has sequence MPSSLPGSQVPHPTLDAVDLVEKTLRNEGTSSSAPVLEEGDTDPWTLPQLKDTSQPWKELRVAGRLRRVAGSVLKACGLLGSLYFFICSLDVLSSAFQLLGSKVAGDIFKDNVVLSNPVAGLVIGVLVTALVQSSSTSSSIVVSMVAAKLLTVRVSVPIIMGVNVGTSITSTLVSMAQSGDRDEFQRAFSGSAVHGIFNWLTVLVLLPLESATALLERLSELALGAASLTPRAQAPDILKVLTKPLTHLIVQLDSDMIMSSATGNATNSSLIKHWCGTTGQPTQENSSCGAFGPCTEKNS.... Protein 2 (ENSG00000205835) has sequence MNTILPCQDQYFVGGQSYNCPYSTTTSESSVDVSTETWVSFWAAGLLDNRELQQAPQAQESFSDSNFPLPDLCSWEEAQLSSQLYRNKQLQDTLVQKEEELARLHEENNHLRQYLNSALVKCLEEKAKKLLSSDEFSKAYGKFRKGKRKSKEQRYSPAEIPHPKNAKRNLSSEFANCEEQAGPPVDPWVLQTLGLKDLDTIDDTSSANYSALASHPRRVASTFSQFPDDAVDYKNIPREDMPIDYRGDRTTPLHSTATHGEDFHILSQLSNPPVGLKTLPYYTAHVSPNKTEMAFSTSLS.... Result: 0 (the proteins do not interact). (2) Protein 1 (ENSG00000132825) has sequence MSRGPSSAVLPSALGSRKLGPRSLSCLSDLDGGVALEPRACRPPGSPGRAPPPTPAPSGCDPRLRPIILRRARSLPSSPERRQKAAGAPGAACRPGCSQKLRVRFADALGLELAQVKVFNAGDDPSVPLHVLSRLAINSDLCCSSQDLEFTLHCLVPDFPPPVEAADFGERLQRQLVCLERVTCSDLGISGTVRVCNVAFEKQVAVRYTFSGWRSTHEAVARWRGPAGPEGTEDVFTFGFPVPPFLLELGSRVHFAVRYQVAGAEYWDNNDHRDYSLTCRNHALHMPRGECEESWIHFI*.... Protein 2 (ENSG00000151006) has sequence MKWCWGPVLLIAGATVLMEGLQAAQRACGQRGPGPPKPQEGNTVPGEWPWQASVRRQGAHICSGSLVADTWVLTAAHCFEKAAATELNSWSVVLGSLQREGLSPGAEEVGVAALQLPRAYNHYSQGSDLALLQLAHPTTHTPLCLPQPAHRFPFGASCWATGWDQDTSDAPGTLRNLRLRLISRPTCNCIYNQLHQRHLSNPARPGMLCGGPQPGVQGPCQGDSGGPVLCLEPDGHWVQAGIISFASSCAQEDAPVLLTNTAAHSSWLQARVQGAAFLAQSPETPEMSDEDSCVACGSLR.... Result: 0 (the proteins do not interact). (3) Protein 1 (ENSG00000154832) has sequence MEGDGSDPEPPDAGEDSKSENGENAPIYCICRKPDINCFMIGCDNCNEWFHGDCIRITEKMAKAIREWYCRECREKDPKLEIRYRHKKSRERDGNERDSSEPRDEGGGRKRPVPDPDLQRRAGSGTGVGAMLARGSASPHKSSPQPLVATPSQHHQQQQQQIKRSARMCGECEACRRTEDCGHCDFCRDMKKFGGPNKIRQKCRLRQCQLRARESYKYFPSSLSPVTPSESLPRPRRPLPTQQQPQPSQKLGRIREDEGAVASSTVKEPPEATATPEPLSDEDLPLDPDLYQDFCAGAFD.... Protein 2 (ENSG00000166046) has sequence MPFNGEKQCVGEDQPSDSDSSRFSESMASLSDYECSRQSFASDSSSKSSSPASTSPPRVVTFDEVMATARNLSNLTLAHEIAVNENFQLKQEALPEKSLAGRVKHIVHQAFWDVLDSELNADPPEFEHAIKLFEEIREILLSFLTPGGNRLRNQICEVLDTDLIRQQAEHSAVDIQGLANYVISTMGKLCAPVRDNDIRELKATGNIVEVLRQIFHVLDLMQMDMANFTIMSLRPHLQRQLVEYERTKFQEILEETPSALDQTTEWIKESVNEELFSLSESALTPGAENTSKPSLSPTLV.... Result: 1 (the proteins interact). (4) Protein 1 (ENSG00000182247) has sequence MSTEAQRVDDSPSTSGGSSDGDQRESVQQEPEREQVQPKKKEGKISSKTAAKLSTSAKRIQKELAEITLDPPPNCRLPSEQESITVILTAKV*MSTEAQRVDDSPSTSGGSSDGDQRESVQQEPEREQVQPKKKEGKISSKTAAKLSTSAKRIQKELAEITLDPPPNCSAGPKGDNIYEWRSTILGPPGSVYEGGVFFLDITFSPDYPFKPPKVTFRTRIYHCNINSQGVICLDILKDNWSPALTISKVLLSICSLLTDCNPADPLVGSIATQYMTNRAEHDRMARQWTKRYAT*MSTEA.... Protein 2 (ENSG00000198373) has sequence MASASSSRAGVALPFEKSQLTLKVVSAKPKVHNRQPRINSYVEVAVDGLPSETKKTGKRIGSSELLWNEIIILNVTAQSHLDLKVWSCHTLRNELLGTASVNLSNVLKNNGGKMENMQLTLNLQTENKGSVVSGGELTIFLDGPTVDLGNVPNGSALTDGSQLPSRDSSGTAVAPENRHQPPSTNCFGGRSRTHRHSGASARTTPATGEQSPGARSRHRQPVKNSGHSGLANGTVNDEPTTATDPEEPSVVGVTSPPAAPLSVTPNPNTTSLPAPATPAEGEEPSTSGTQQLPAAAQAPD.... Result: 1 (the proteins interact). (5) Protein 1 (ENSG00000120616) has sequence MSKLSFRARALDASKPLPVFRCEDLPDLHEYASINRAVPQMPTGMEKEEESEHHLQRAISAQQVYGEKRDNMVIPVPEAESNIAYYESIYPGEFKMPKQLIHIQPFSLDAEQPDYDLDSEDEVFVNKLKKKMDICPLQFEEMIDRLEKGSGQQPVSLQEAKLLLKEDDELIREVYEYWIKKRKNCRGPSLIPSVKQEKRDGSSTNDPYVAFRRRTEKMQTRKNRKNDEASYEKMLKLRRDLSRAVTILEMIKRREKSKRELLHLTLEIMEKRYNLGDYNGEIMSEVMAQRQPMKPTYAIP.... Protein 2 (ENSG00000134909) has sequence METESESSTLGDDSVFWLESEVIIQVTDCEEEEREEKFRKMKSSVHSEEDDFVPELHRNVHPRERPDWEETLSAMARGADVPEIPGDLTLKTCGSTASMKVKHVKKLPFTKGHFPKMAECAHFHYENVEFGSIQLSLSEEQNEVMKNGCESKELVYLVQIACQGKSWIVKRSYEDFRVLDKHLHLCIYDRRFSQLSELPRSDTLKDSPESVTQMLMAYLSRLSAIAGNKINCGPALTWMEIDNKGNHLLVHEESSINTPAVGAAHVIKRYTARAPDELTLEVGDIVSVIDMPPKVLSTWW.... Result: 0 (the proteins do not interact). (6) Protein 1 (ENSG00000078140) has sequence MANIAVQRIKREFKEVLKSEETSKNQIKVDLVDENFTELRGEIAGPPDTPYEGGRYQLEIKIPETYPFNPPKVRFITKIWHPNISSVTGAICLDILKDQWAAAMTLRTVLLSLQALLAAAEPDDPQDAVVANQYKQNPEMFKQTARLWAHVYAGAPVSSPEYTKKIENLCAMGFDRNAVIVALSSKSWDVETATELLLSN*MANIAVQRIKREFKEVLKSEETSKNQIKVDLVDENFTELRGEIAGPPDTPYEGGRYQLEIKIPETYPFNPPKVRFITKIWHPNISSVTGAICLDILKDQ.... Protein 2 (ENSG00000134758) has sequence MAEDLSAATSYTEDDFYCPVCQEVLKTPVRTTACQHVNRSETSTSDNTETYQENTSSSGHPTFKCPLCQESNFTRQRLLDHCNSNHLFQIVPVTCPICVSLPWGDPSQITRNFVSHLNQRHQFDYGEFVNLQLDEETQYQTAVEESFQVNI*MAEDLSAATSYTEDDFYCPVCQEVLKTPVRTTACQHVFCRKCFLTAMRESGAHCPLCRGNVTRRERACPERALDLENIMRKFSGSCRCCAKQIKFYRMRHHYKSCKKYQDEYGVSSIIPNFQISQDSVGNSNRSETSTSDNTETYQEN.... Result: 1 (the proteins interact). (7) Protein 1 (ENSG00000101773) has sequence MNISGSSCGSPNSADTSSDFKDLWTKLKECHDREVQGLQVKVTKLKQERILDAQRLEEFFTKNQQLREQQKVLHETIKVLEDRLRAGLCDRCAVTEEHMRKKQQEFENIRQQNLKLITELMNERNTLQEENKKLSEQLQQKIENDQQHQAAELECEEDVIPDSPITAFSFSGVNRLRRKENPHVRYIEQTHTKLEHSVCANEMRKVSKSSTHPQHNPNENEILVADTYDQSQSPMAKAHGTSSYTPDKSSFNLATVVAETLGLGVQEESETQGPMSPLGDELYHCLEGNHKKQPFEESTR.... Protein 2 (ENSG00000213937) has sequence MASTGLELLGMTLAVLGWLGTLVSCALPLWKVTAFIGNSIVVAQVVWEGLWMSCVVQSTGQMQCKVYDSLLALPQDLQAARALCVIALLLALLGLLVAITGAQCTTCVEDEGAKARIVLTAGVILLLAGILVLIPVCWTAHAIIQDFYNPLVAEALKRELGASLYLGWAAAALLMLGGGLLCCTCPPPQVERPRGPRLGYSIPSRSGASGLDKRDYV*. Result: 0 (the proteins do not interact).